Dataset: Catalyst prediction with 721,799 reactions and 888 catalyst types from USPTO. Task: Predict which catalyst facilitates the given reaction. (1) Reactant: [OH:1][C:2]1[CH:9]=[CH:8][C:5]([CH:6]=O)=[C:4]([N+:10]([O-:12])=[O:11])[C:3]=1[O:13][CH3:14].II.[NH3:17]. Product: [OH:1][C:2]1[CH:9]=[CH:8][C:5]([C:6]#[N:17])=[C:4]([N+:10]([O-:12])=[O:11])[C:3]=1[O:13][CH3:14]. The catalyst class is: 7. (2) Reactant: C[O:2][C:3](=[O:36])[C:4]1[CH:9]=[C:8]([CH3:10])[C:7]([O:11][CH2:12][CH:13]([C:20]2[N:21]([C:28]3[CH:33]=[CH:32][C:31]([Cl:34])=[CH:30][CH:29]=3)[N:22]=[C:23]3[CH2:27][CH2:26][CH2:25][C:24]=23)[CH:14]2[CH2:19][CH2:18][CH2:17][CH2:16][CH2:15]2)=[C:6]([CH3:35])[CH:5]=1.[OH-].[Li+]. Product: [Cl:34][C:31]1[CH:32]=[CH:33][C:28]([N:21]2[C:20]([CH:13]([CH:14]3[CH2:19][CH2:18][CH2:17][CH2:16][CH2:15]3)[CH2:12][O:11][C:7]3[C:8]([CH3:10])=[CH:9][C:4]([C:3]([OH:36])=[O:2])=[CH:5][C:6]=3[CH3:35])=[C:24]3[CH2:25][CH2:26][CH2:27][C:23]3=[N:22]2)=[CH:29][CH:30]=1. The catalyst class is: 36. (3) Reactant: [B-](F)(F)(F)F.[B-](F)(F)(F)F.C1[N+]2([CH2:19][Cl:20])CC[N+](F)(CC2)C1.[I:22]I.[CH3:24][CH2:25][CH2:26][CH2:27][CH2:28][CH2:29]C.CC[O:33][CH2:34]C. Product: [Cl:20][C:19]1[CH:24]=[C:25]([O:33][CH3:34])[C:26]([I:22])=[CH:27][C:28]=1[CH3:29]. The catalyst class is: 23.